From a dataset of Reaction yield outcomes from USPTO patents with 853,638 reactions. Predict the reaction yield, written as a fraction of the theoretical maximum amount of product (1.0 means a 100% yield; for example, 0.34 means a 34% yield). (1) The reactants are [CH3:1][C:2]1[C:14]2[NH:13][C:12]3[C:7](=[CH:8][CH:9]=[C:10]([OH:15])[CH:11]=3)[C:6]=2[CH:5]=[CH:4][N:3]=1.C(=O)([O-])[O-].[Cs+].[Cs+].Br[CH2:23][C:24]1[CH:29]=[CH:28][CH:27]=[CH:26][CH:25]=1. No catalyst specified. The product is [CH3:1][C:2]1[C:14]2[NH:13][C:12]3[C:7](=[CH:8][CH:9]=[C:10]([O:15][CH2:23][C:24]4[CH:29]=[CH:28][CH:27]=[CH:26][CH:25]=4)[CH:11]=3)[C:6]=2[CH:5]=[CH:4][N:3]=1. The yield is 0.700. (2) The reactants are C([O:3][C:4](=[O:20])[CH2:5][CH:6]([CH2:11][P:12]([O:17][CH2:18][CH3:19])([O:14][CH2:15][CH3:16])=[O:13])[CH2:7][CH:8]([CH3:10])[CH3:9])C.[OH-].[Na+]. The yield is 0.720. The product is [CH2:18]([O:17][P:12]([CH2:11][CH:6]([CH2:7][CH:8]([CH3:10])[CH3:9])[CH2:5][C:4]([OH:20])=[O:3])([O:14][CH2:15][CH3:16])=[O:13])[CH3:19]. The catalyst is CCO. (3) The reactants are [F:1][C:2]([F:20])([F:19])[C:3](=O)[CH2:4][C:5]([C:7]1[CH:17]=[CH:16][C:10]2[O:11][CH2:12][C:13](=[O:15])[NH:14][C:9]=2[CH:8]=1)=O.[F:21][C:22]1[CH:27]=[C:26]([CH3:28])[C:25]([NH:29][NH2:30])=[C:24]([CH3:31])[CH:23]=1. No catalyst specified. The product is [F:21][C:22]1[CH:23]=[C:24]([CH3:31])[C:25]([N:29]2[C:5]([C:7]3[CH:17]=[CH:16][C:10]4[O:11][CH2:12][C:13](=[O:15])[NH:14][C:9]=4[CH:8]=3)=[CH:4][C:3]([C:2]([F:20])([F:19])[F:1])=[N:30]2)=[C:26]([CH3:28])[CH:27]=1. The yield is 0.0300. (4) The reactants are [Cl:1][C:2]1[CH:7]=[CH:6][N:5]=[C:4]([N:8]2[CH2:20][CH2:19][C:18]3[N:17]4[C:12]([CH2:13][CH2:14][CH2:15][CH2:16]4)=[CH:11][C:10]=3[C:9]2=[O:21])[C:3]=1[CH2:22][OH:23].C(N(CC)CC)C.[C:31](Cl)(=[O:33])[CH3:32]. The catalyst is ClCCl. The product is [C:31]([O:23][CH2:22][C:3]1[C:4]([N:8]2[CH2:20][CH2:19][C:18]3[N:17]4[C:12]([CH2:13][CH2:14][CH2:15][CH2:16]4)=[CH:11][C:10]=3[C:9]2=[O:21])=[N:5][CH:6]=[CH:7][C:2]=1[Cl:1])(=[O:33])[CH3:32]. The yield is 0.900. (5) The reactants are [Cl:1][C:2]1[CH:7]=[CH:6][C:5]([CH2:8][C:9]([O:11][CH3:12])=[O:10])=[CH:4][CH:3]=1.[CH2:13]=[O:14].Cl. The catalyst is CS(C)=O.C[O-].[Na+]. The product is [Cl:1][C:2]1[CH:3]=[CH:4][C:5]([CH:8]([CH2:13][OH:14])[C:9]([O:11][CH3:12])=[O:10])=[CH:6][CH:7]=1. The yield is 0.920. (6) The reactants are Br[C:2]1[N:6]2[CH:7]=[C:8]([C:18]3[CH:23]=[CH:22][C:21]([Cl:24])=[CH:20][C:19]=3[Cl:25])[C:9]([C:16]#[N:17])=[C:10]([O:11][CH2:12][CH:13]([CH3:15])[CH3:14])[C:5]2=[N:4][CH:3]=1.[F:26][C:27]1[CH:32]=[C:31](B(O)O)[CH:30]=[CH:29][N:28]=1.C([O-])([O-])=O.[Na+].[Na+]. The catalyst is COCCOC.CCOC(C)=O.Cl[Pd](Cl)([P](C1C=CC=CC=1)(C1C=CC=CC=1)C1C=CC=CC=1)[P](C1C=CC=CC=1)(C1C=CC=CC=1)C1C=CC=CC=1. The product is [Cl:25][C:19]1[CH:20]=[C:21]([Cl:24])[CH:22]=[CH:23][C:18]=1[C:8]1[C:9]([C:16]#[N:17])=[C:10]([O:11][CH2:12][CH:13]([CH3:15])[CH3:14])[C:5]2[N:6]([C:2]([C:31]3[CH:30]=[CH:29][N:28]=[C:27]([F:26])[CH:32]=3)=[CH:3][N:4]=2)[CH:7]=1. The yield is 0.410. (7) The reactants are O.[OH-].[Li+].C[O:5][C:6]([C:8]1([NH:13][C:14]([C:16]2[O:17][C:18]([CH2:21][O:22][C:23]3[CH:28]=[CH:27][C:26]([C:29]4[CH:34]=[CH:33][CH:32]=[CH:31][CH:30]=4)=[CH:25][CH:24]=3)=[CH:19][CH:20]=2)=[O:15])[CH2:12][CH2:11][CH2:10][CH2:9]1)=[O:7]. The catalyst is O.O1CCCC1.CO. The product is [C:26]1([C:29]2[CH:30]=[CH:31][CH:32]=[CH:33][CH:34]=2)[CH:25]=[CH:24][C:23]([O:22][CH2:21][C:18]2[O:17][C:16]([C:14]([NH:13][C:8]3([C:6]([OH:7])=[O:5])[CH2:9][CH2:10][CH2:11][CH2:12]3)=[O:15])=[CH:20][CH:19]=2)=[CH:28][CH:27]=1. The yield is 0.690.